This data is from NCI-60 drug combinations with 297,098 pairs across 59 cell lines. The task is: Regression. Given two drug SMILES strings and cell line genomic features, predict the synergy score measuring deviation from expected non-interaction effect. Drug 1: CCC1=CC2CC(C3=C(CN(C2)C1)C4=CC=CC=C4N3)(C5=C(C=C6C(=C5)C78CCN9C7C(C=CC9)(C(C(C8N6C)(C(=O)OC)O)OC(=O)C)CC)OC)C(=O)OC.C(C(C(=O)O)O)(C(=O)O)O. Drug 2: CC1CCCC2(C(O2)CC(NC(=O)CC(C(C(=O)C(C1O)C)(C)C)O)C(=CC3=CSC(=N3)C)C)C. Cell line: 786-0. Synergy scores: CSS=17.3, Synergy_ZIP=-0.540, Synergy_Bliss=0.644, Synergy_Loewe=1.08, Synergy_HSA=0.500.